Predict the reaction yield, written as a fraction of the theoretical maximum amount of product (1.0 means a 100% yield; for example, 0.34 means a 34% yield). From a dataset of Reaction yield outcomes from USPTO patents with 853,638 reactions. (1) The reactants are [CH3:1][O:2][C:3]([C:5]1[CH:10]=[C:9](Cl)[CH:8]=[CH:7][N:6]=1)=[O:4].[F:12][C:13]1[CH:18]=[C:17]([N+:19]([O-:21])=[O:20])[CH:16]=[CH:15][C:14]=1[OH:22].CO. The catalyst is ClC1C=CC=CC=1. The product is [CH3:1][O:2][C:3]([C:5]1[CH:10]=[C:9]([O:22][C:14]2[CH:15]=[CH:16][C:17]([N+:19]([O-:21])=[O:20])=[CH:18][C:13]=2[F:12])[CH:8]=[CH:7][N:6]=1)=[O:4]. The yield is 0.400. (2) The yield is 0.920. The catalyst is O.C(Cl)Cl. The reactants are [C:1]([O:5][C:6](=[O:17])[NH:7][C@@H:8]([C:14](F)=[O:15])[CH2:9][C:10]([CH3:13])([CH3:12])[CH3:11])([CH3:4])([CH3:3])[CH3:2].[Cl:18][C:19]1[CH:20]=[CH:21][C:22]([N:35]2[CH:39]=[N:38][N:37]=[N:36]2)=[C:23]([CH:34]=1)[CH2:24][NH:25][C:26]([C@@H:28]1[CH2:33][C@H:32]2[C@H:30]([CH2:31]2)[NH:29]1)=[O:27].C([O-])(O)=O.[Na+].CN(C=O)C. The product is [C:1]([O:5][C:6](=[O:17])[NH:7][C@@H:8]([C:14]([N:29]1[C@H:28]([C:26](=[O:27])[NH:25][CH2:24][C:23]2[CH:34]=[C:19]([Cl:18])[CH:20]=[CH:21][C:22]=2[N:35]2[CH:39]=[N:38][N:37]=[N:36]2)[CH2:33][C@H:32]2[C@@H:30]1[CH2:31]2)=[O:15])[CH2:9][C:10]([CH3:13])([CH3:12])[CH3:11])([CH3:4])([CH3:3])[CH3:2]. (3) The reactants are [NH2:1][C:2]1[CH:7]=[CH:6][C:5]([C:8]2[N:9]([CH2:22][CH3:23])[C:10]3[C:15]([C:16]=2[C:17]#[N:18])=[CH:14][CH:13]=[C:12]([O:19][CH2:20][CH3:21])[CH:11]=3)=[CH:4][CH:3]=1.Cl[CH2:25][C:26]([N:28]=[C:29]=[O:30])=[O:27].C1CCN2C(=NCCC2)CC1. The catalyst is O1CCOCC1. The product is [O:30]=[C:29]1[NH:28][C:26](=[O:27])[CH2:25][N:1]1[C:2]1[CH:3]=[CH:4][C:5]([C:8]2[N:9]([CH2:22][CH3:23])[C:10]3[C:15]([C:16]=2[C:17]#[N:18])=[CH:14][CH:13]=[C:12]([O:19][CH2:20][CH3:21])[CH:11]=3)=[CH:6][CH:7]=1. The yield is 0.790. (4) The reactants are Br[C:2]1[CH:3]=[C:4]2[C:10]([C:11]3[CH:16]=[CH:15][CH:14]=[CH:13][C:12]=3[O:17][CH3:18])=[CH:9][N:8]([S:19]([C:22]3[CH:27]=[CH:26][C:25]([CH3:28])=[CH:24][CH:23]=3)(=[O:21])=[O:20])[C:5]2=[N:6][CH:7]=1.[B:29]1([B:29]2[O:33][C:32]([CH3:35])([CH3:34])[C:31]([CH3:37])([CH3:36])[O:30]2)[O:33][C:32]([CH3:35])([CH3:34])[C:31]([CH3:37])([CH3:36])[O:30]1.C([O-])(=O)C.[Na+].CN(C=O)C. The catalyst is CCOC(C)=O. The product is [CH3:18][O:17][C:12]1[CH:13]=[CH:14][CH:15]=[CH:16][C:11]=1[C:10]1[C:4]2[C:5](=[N:6][CH:7]=[C:2]([B:29]3[O:33][C:32]([CH3:35])([CH3:34])[C:31]([CH3:37])([CH3:36])[O:30]3)[CH:3]=2)[N:8]([S:19]([C:22]2[CH:27]=[CH:26][C:25]([CH3:28])=[CH:24][CH:23]=2)(=[O:21])=[O:20])[CH:9]=1. The yield is 0.810. (5) The reactants are [CH3:1][O:2][C:3]1[CH:23]=[C:22]([O:24][CH3:25])[CH:21]=[CH:20][C:4]=1[CH2:5][NH:6][C:7]1[C:8]2[C:9](=[C:13]([C:16]([O:18]C)=[O:17])[S:14][CH:15]=2)[N:10]=[CH:11][N:12]=1.O1CCCC1.O.[OH-].[Li+]. No catalyst specified. The product is [CH3:1][O:2][C:3]1[CH:23]=[C:22]([O:24][CH3:25])[CH:21]=[CH:20][C:4]=1[CH2:5][NH:6][C:7]1[C:8]2[C:9](=[C:13]([C:16]([OH:18])=[O:17])[S:14][CH:15]=2)[N:10]=[CH:11][N:12]=1. The yield is 0.810. (6) The reactants are [CH:1]1([CH2:4][O:5][C:6]2[N:11]=[CH:10][N:9]=[C:8]([NH2:12])[CH:7]=2)[CH2:3][CH2:2]1.C1(O)CCC1. No catalyst specified. The product is [CH:4]1([O:5][C:6]2[N:11]=[CH:10][N:9]=[C:8]([NH2:12])[CH:7]=2)[CH2:2][CH2:3][CH2:1]1. The yield is 0.910. (7) The reactants are [CH3:1][C:2]1[CH:3]=[CH:4][C:5]([CH2:8][C:9]2[CH:14]=[CH:13][C:12]([OH:15])=[CH:11][CH:10]=2)=[N:6][CH:7]=1.[N:16]1[CH:21]=[CH:20][CH:19]=[CH:18][C:17]=1[N:22]1[CH2:27][CH2:26][N:25]([C:28](Cl)=[O:29])[CH2:24][CH2:23]1. The catalyst is N1C=CC=CC=1. The product is [CH3:1][C:2]1[CH:3]=[CH:4][C:5]([CH2:8][C:9]2[CH:10]=[CH:11][C:12]([O:15][C:28]([N:25]3[CH2:24][CH2:23][N:22]([C:17]4[CH:18]=[CH:19][CH:20]=[CH:21][N:16]=4)[CH2:27][CH2:26]3)=[O:29])=[CH:13][CH:14]=2)=[N:6][CH:7]=1. The yield is 0.180. (8) The reactants are [Cl:1][C:2]1[CH:3]=[C:4]([CH:17]=[CH:18][CH:19]=1)[C:5]([NH:7][C:8]([CH3:16])([C:10]1[CH:15]=[CH:14][CH:13]=[CH:12][CH:11]=1)[CH3:9])=[O:6].CN(CCN(C)C)C.C([Li])(CC)C.CCCCCC.CN([CH:42]=[O:43])C. The catalyst is C1COCC1.O. The product is [Cl:1][C:2]1[CH:19]=[CH:18][CH:17]=[C:4]2[C:3]=1[CH:42]([OH:43])[N:7]([C:8]([CH3:16])([C:10]1[CH:11]=[CH:12][CH:13]=[CH:14][CH:15]=1)[CH3:9])[C:5]2=[O:6]. The yield is 0.890. (9) The reactants are N1C2C(=CC=C3C=2N=CC=C3)C=CC=1.C([O-])([O-])=O.[Cs+].[Cs+].I[C:22]1[CH:27]=[CH:26][C:25]([O:28][CH3:29])=[CH:24][CH:23]=1.[N:30]1[CH:35]=[CH:34][CH:33]=[CH:32][C:31]=1[CH2:36][OH:37]. The catalyst is [Cu]I.C1(C)C=CC=CC=1. The product is [CH3:29][O:28][C:25]1[CH:26]=[CH:27][C:22]([O:37][CH2:36][C:31]2[CH:32]=[CH:33][CH:34]=[CH:35][N:30]=2)=[CH:23][CH:24]=1. The yield is 0.560.